This data is from Drug-target binding data from BindingDB using IC50 measurements. The task is: Regression. Given a target protein amino acid sequence and a drug SMILES string, predict the binding affinity score between them. We predict pIC50 (pIC50 = -log10(IC50 in M); higher means more potent). Dataset: bindingdb_ic50. (1) The small molecule is CS(=O)(=O)C1CCN(C2CN(c3cc(C#N)cc(Nc4nc(NC5CC5)c5ncc(C#N)n5n4)c3Cl)C2)C1. The target protein (P19784) has sequence MPGPAAGSRARVYAEVNSLRSREYWDYEAHVPSWGNQDDYQLVRKLGRGKYSEVFEAINITNNERVVVKILKPVKKKKIKREVKILENLRGGTNIIKLIDTVKDPVSKTPALVFEYINNTDFKQLYQILTDFDIRFYMYELLKALDYCHSKGIMHRDVKPHNVMIDHQQKKLRLIDWGLAEFYHPAQEYNVRVASRYFKGPELLVDYQMYDYSLDMWSLGCMLASMIFRREPFFHGQDNYDQLVRIAKVLGTEELYGYLKKYHIDLDPHFNDILGQHSRKRWENFIHSENRHLVSPEALDLLDKLLRYDHQQRLTAKEAMEHPYFYPVVKEQSQPCADNAVLSSGLTAAR. The pIC50 is 9.7. (2) The small molecule is O=C(Nc1ccc2ncc(-c3cc4ccccc4o3)n2n1)c1cc(=O)[nH]c(=O)[nH]1. The target protein sequence is MVSSQKLEKPIEMGSSEPLPIADGDRRRKKKRRGRATDSLPGKFEDMYKLTSELLGEGAYAKVQGAVSLQNGKEYAVKIIEKQAGHSRSRVFREVETLYQCQGNKNILELIEFFEDDTRFYLVFEKLQGGSILAHIQKQKHFNEREASRVVRDVAAALDFLHTKDKVSLCHLGWSAMAPSGLTAAPTSLGSSDPPTSASQVAGTTGIAHRDLKPENILCESPEKVSPVKICDFDLGSGMKLNNSCTPITTPELTTPCGSAEYMAPEVVEVFTDQATFYDKRCDLWSLGVVLYIMLSGYPPFVGHCGADCGWDRGEVCRVCQNKLFESIQEGKYEFPDKDWAHISSEAKDLISKLLVRDAKQRLSAAQVLQHPWVQGQAPEKGLPTPQVLQRNSSTMDLTLFAAEAIALNRQLSQHEENELAEEPEALADGLCSMKLSPPCKS. The pIC50 is 7.4. (3) The compound is CCCCN(CCCC)c1nc(-c2cccn2C2CCCCC2)nc(N2CCCCCC2)n1. The target protein (P0A7A9) has sequence MSLLNVPAGKDLPEDIYVVIEIPANADPIKYEIDKESGALFVDRFMSTAMFYPCNYGYINHTLSLDGDPVDVLVPTPYPLQPGSVIRCRPVGVLKMTDEAGEDAKLVAVPHSKLSKEYDHIKDVNDLPELLKAQIAHFFEHYKDLEKGKWVKVEGWENAEAAKAEIVASFERAKNK. The pIC50 is 3.9.